From a dataset of Reaction yield outcomes from USPTO patents with 853,638 reactions. Predict the reaction yield, written as a fraction of the theoretical maximum amount of product (1.0 means a 100% yield; for example, 0.34 means a 34% yield). (1) The reactants are [C:1]([NH:4][CH2:5][CH:6]1[O:10][C:9](=[O:11])[N:8]([C:12]2[CH:17]=[CH:16][C:15]([C:18]3[CH:23]=[CH:22][C:21]([CH2:24]OS(C)(=O)=O)=[CH:20][CH:19]=3)=[C:14]([F:30])[CH:13]=2)[CH2:7]1)(=[O:3])[CH3:2].[N-:31]=[N+:32]=[N-:33].[Na+].O. The catalyst is CN(C)C=O. The product is [N:31]([CH2:24][C:21]1[CH:20]=[CH:19][C:18]([C:15]2[CH:16]=[CH:17][C:12]([N:8]3[CH2:7][CH:6]([CH2:5][NH:4][C:1](=[O:3])[CH3:2])[O:10][C:9]3=[O:11])=[CH:13][C:14]=2[F:30])=[CH:23][CH:22]=1)=[N+:32]=[N-:33]. The yield is 0.880. (2) The reactants are C([O:5][C:6]([C:8]1[C:17]2[C:12](=[CH:13][CH:14]=[CH:15][CH:16]=2)[C:11]([NH:18][C:19]([NH:21][C:22]2[CH:27]=[C:26]([C:28]([CH3:31])([CH3:30])[CH3:29])[CH:25]=[C:24]([NH:32][S:33]([CH3:36])(=[O:35])=[O:34])[C:23]=2[O:37][CH3:38])=[O:20])=[CH:10][CH:9]=1)=[O:7])(C)(C)C. The yield is 0.890. The product is [C:28]([C:26]1[CH:25]=[C:24]([NH:32][S:33]([CH3:36])(=[O:35])=[O:34])[C:23]([O:37][CH3:38])=[C:22]([NH:21][C:19](=[O:20])[NH:18][C:11]2[C:12]3[C:17](=[CH:16][CH:15]=[CH:14][CH:13]=3)[C:8]([C:6]([OH:7])=[O:5])=[CH:9][CH:10]=2)[CH:27]=1)([CH3:31])([CH3:29])[CH3:30]. The catalyst is [Au].C(O)(C(F)(F)F)=O. (3) The reactants are [Cl:1][C:2]1[CH:9]=[CH:8][C:5]([CH2:6][NH2:7])=[CH:4][CH:3]=1.C[O-].[Na+].[CH3:13][N:14]1[C:19]2[CH:20]=[CH:21][C:22]([CH2:24][N:25]3[CH2:30][CH2:29][O:28][CH2:27][CH2:26]3)=[CH:23][C:18]=2[S:17](=[O:32])(=[O:31])[C:16]([C:33](OC)=[O:34])=[N:15]1. The catalyst is CO. The product is [Cl:1][C:2]1[CH:9]=[CH:8][C:5]([CH2:6][NH:7][C:33]([C:16]2[S:17](=[O:31])(=[O:32])[C:18]3[CH:23]=[C:22]([CH2:24][N:25]4[CH2:30][CH2:29][O:28][CH2:27][CH2:26]4)[CH:21]=[CH:20][C:19]=3[N:14]([CH3:13])[N:15]=2)=[O:34])=[CH:4][CH:3]=1. The yield is 0.830. (4) The reactants are [NH2:1][C:2]1[N:7]=[C:6]([C@:8]2([CH3:19])[CH2:13][C@@H:12]([C:14]([F:17])([F:16])[F:15])[O:11][C:10]([NH2:18])=[N:9]2)[C:5]([F:20])=[CH:4][CH:3]=1.C(N(C(C)C)CC)(C)C.[C:30](O[C:30]([O:32][C:33]([CH3:36])([CH3:35])[CH3:34])=[O:31])([O:32][C:33]([CH3:36])([CH3:35])[CH3:34])=[O:31]. The catalyst is ClCCl. The product is [NH2:1][C:2]1[N:7]=[C:6]([C@:8]2([CH3:19])[CH2:13][C@@H:12]([C:14]([F:15])([F:17])[F:16])[O:11][C:10]([NH:18][C:30](=[O:31])[O:32][C:33]([CH3:36])([CH3:35])[CH3:34])=[N:9]2)[C:5]([F:20])=[CH:4][CH:3]=1. The yield is 0.961. (5) The reactants are [F:1][C:2]([F:55])([F:54])[C:3]1[CH:4]=[C:5]([CH:47]=[C:48]([C:50]([F:53])([F:52])[F:51])[CH:49]=1)[C:6]([N:8]1[CH2:12][C@@:11]([CH2:20][CH2:21][N:22]2[CH2:27][CH2:26][C:25]3([C:35]4[C:30](=[CH:31][CH:32]=[CH:33][CH:34]=4)[CH2:29][C@@H:28]3[O:36][CH2:37][C:38]([N:40]([CH3:46])[CH2:41][CH2:42][CH2:43][NH:44][CH3:45])=[O:39])[CH2:24][CH2:23]2)([C:13]2[CH:18]=[CH:17][C:16]([F:19])=[CH:15][CH:14]=2)[O:10][CH2:9]1)=[O:7].[CH:56]([C:58]1[CH:59]=[C:60]([CH:64]=[CH:65][CH:66]=1)[C:61]([OH:63])=O)=[O:57].Cl.C(N=C=NCCCN(C)C)C.C(=O)([O-])O.[Na+]. The product is [F:53][C:50]([F:51])([F:52])[C:48]1[CH:47]=[C:5]([CH:4]=[C:3]([C:2]([F:1])([F:55])[F:54])[CH:49]=1)[C:6]([N:8]1[CH2:12][C@@:11]([CH2:20][CH2:21][N:22]2[CH2:23][CH2:24][C:25]3([C:35]4[C:30](=[CH:31][CH:32]=[CH:33][CH:34]=4)[CH2:29][C@@H:28]3[O:36][CH2:37][C:38]([N:40]([CH3:46])[CH2:41][CH2:42][CH2:43][N:44]([CH3:45])[C:61](=[O:63])[C:60]3[CH:64]=[CH:65][CH:66]=[C:58]([CH:56]=[O:57])[CH:59]=3)=[O:39])[CH2:26][CH2:27]2)([C:13]2[CH:14]=[CH:15][C:16]([F:19])=[CH:17][CH:18]=2)[O:10][CH2:9]1)=[O:7]. The catalyst is ClCCl.C(OCC)(=O)C. The yield is 0.838. (6) The reactants are [C:1]([C:5]1[CH:9]=[C:8]([NH:10][C:11]([NH:13][C:14]2[CH:19]=[C:18]([C:20]3[C:31](=[O:32])[N:30]([CH2:33][CH3:34])[C:23]4[N:24]=[C:25](SC)[N:26]=[CH:27][C:22]=4[CH:21]=3)[C:17]([CH3:35])=[CH:16][C:15]=2[F:36])=[O:12])[O:7][N:6]=1)([CH3:4])([CH3:3])[CH3:2].[CH3:37][NH2:38]. No catalyst specified. The product is [C:1]([C:5]1[CH:9]=[C:8]([NH:10][C:11]([NH:13][C:14]2[CH:19]=[C:18]([C:20]3[C:31](=[O:32])[N:30]([CH2:33][CH3:34])[C:23]4[N:24]=[C:25]([NH:38][CH3:37])[N:26]=[CH:27][C:22]=4[CH:21]=3)[C:17]([CH3:35])=[CH:16][C:15]=2[F:36])=[O:12])[O:7][N:6]=1)([CH3:4])([CH3:3])[CH3:2]. The yield is 0.200. (7) The reactants are [F:1][C:2]([F:31])([F:30])[C:3]1[CH:4]=[CH:5][C:6]([C:9]#[C:10][C:11]2[CH:12]=[CH:13][C:14]([N:17]3[CH2:22][CH2:21][N:20](C(OC(C)(C)C)=O)[CH2:19][CH2:18]3)=[N:15][CH:16]=2)=[N:7][CH:8]=1.FC(F)(F)C(O)=O.C(N(CC)CC)C.[CH3:46][S:47](Cl)(=[O:49])=[O:48]. The catalyst is C(Cl)Cl. The product is [CH3:46][S:47]([N:20]1[CH2:21][CH2:22][N:17]([C:14]2[CH:13]=[CH:12][C:11]([C:10]#[C:9][C:6]3[CH:5]=[CH:4][C:3]([C:2]([F:31])([F:30])[F:1])=[CH:8][N:7]=3)=[CH:16][N:15]=2)[CH2:18][CH2:19]1)(=[O:49])=[O:48]. The yield is 0.650. (8) The reactants are [CH3:1][C:2]1[C:10]2[C:9](=[O:11])[NH:8][C:7]([CH2:12][CH2:13][CH3:14])=[N:6][C:5]=2[O:4][N:3]=1.[CH2:15](Br)[C:16]1[CH:21]=[CH:20][CH:19]=[CH:18][CH:17]=1.C(=O)([O-])[O-].[K+].[K+]. The catalyst is CN(C=O)C.O. The product is [CH2:15]([N:8]1[C:9](=[O:11])[C:10]2[C:2]([CH3:1])=[N:3][O:4][C:5]=2[N:6]=[C:7]1[CH2:12][CH2:13][CH3:14])[C:16]1[CH:21]=[CH:20][CH:19]=[CH:18][CH:17]=1. The yield is 0.680. (9) The reactants are [C:1]([O:9]CC)([O:6][CH2:7][CH3:8])(OCC)[CH3:2].[CH3:12][C:13]1([CH3:24])[CH2:18][C:17]([CH3:20])([CH3:19])[CH2:16][C:15](=[CH:21][CH2:22]O)[CH2:14]1.C(O)(=O)CC. No catalyst specified. The product is [CH3:19][C:17]1([CH3:20])[CH2:18][C:13]([CH3:24])([CH3:12])[CH2:14][C:15]([CH2:2][C:1]([O:6][CH2:7][CH3:8])=[O:9])([CH:21]=[CH2:22])[CH2:16]1. The yield is 0.730. (10) The reactants are [C:1]([S:5][C:6]1[CH:11]=[CH:10][C:9]([C:12]2[CH:17]=[CH:16][CH:15]=[CH:14][CH:13]=2)=[CH:8][CH:7]=1)(C)(C)[CH3:2].[F:18][C:19]1[C:24]([C:25]2[C:30]([F:31])=[C:29]([F:32])[C:28]([CH3:33])=[C:27]([F:34])[C:26]=2[F:35])=[C:23]([F:36])[C:22]([F:37])=[C:21]([F:38])[C:20]=1[F:39].C[OH:41]. The catalyst is C(Cl)(Cl)Cl.O.Cl([O-])(=O)(=O)=O.[Hg+2].Cl([O-])(=O)(=O)=O.[Hg]. The product is [C:1]([S:5][C:6]1[CH:11]=[CH:10][C:9]([C:12]2[CH:17]=[CH:16][CH:15]=[CH:14][CH:13]=2)=[CH:8][CH:7]=1)(=[O:41])[CH3:2].[F:18][C:19]1[C:24]([C:25]2[C:26]([F:35])=[C:27]([F:34])[C:28]([CH3:33])=[C:29]([F:32])[C:30]=2[F:31])=[C:23]([F:36])[C:22]([F:37])=[C:21]([F:38])[C:20]=1[F:39]. The yield is 0.620.